This data is from Reaction yield outcomes from USPTO patents with 853,638 reactions. The task is: Predict the reaction yield, written as a fraction of the theoretical maximum amount of product (1.0 means a 100% yield; for example, 0.34 means a 34% yield). (1) The reactants are [N+:1]([C:4]1[C:13]2[C:8](=[CH:9][CH:10]=[CH:11][CH:12]=2)[C:7]([OH:14])=[CH:6][CH:5]=1)([O-:3])=[O:2].C1(P(C2C=CC=CC=2)C2C=CC=CC=2)C=CC=CC=1.[NH2:34][C:35]1[CH:40]=[C:39]([CH2:41]O)[CH:38]=[CH:37][N:36]=1.CC(OC(/N=N/C(OC(C)C)=O)=O)C. The catalyst is C1COCC1. The product is [NH2:34][C:35]1[CH:40]=[C:39]([CH2:41][O:14][C:7]2[C:8]3[C:13](=[CH:12][CH:11]=[CH:10][CH:9]=3)[C:4]([N+:1]([O-:3])=[O:2])=[CH:5][CH:6]=2)[CH:38]=[CH:37][N:36]=1. The yield is 0.560. (2) The reactants are [NH2:1][CH:2]([C:39]([OH:48])([C:44]([F:47])([F:46])[F:45])[C:40]([F:43])([F:42])[F:41])[C:3]([NH:5][C@:6]([C:28]1[CH:33]=[CH:32][C:31]([F:34])=[C:30]([O:35][CH:36]([CH3:38])[CH3:37])[CH:29]=1)([C:14]1[CH:19]=[C:18]([O:20][C:21]([F:26])([F:25])[CH:22]([F:24])[F:23])[CH:17]=[C:16]([F:27])[CH:15]=1)[CH2:7][C:8]1[CH:13]=[CH:12][CH:11]=[CH:10][CH:9]=1)=O.B.[H][H].B(F)(F)F.CCOCC.[H-].[H-].[H-].[H-].[Li+].[Al+3]. The yield is 0.200. The catalyst is C1COCC1. The product is [NH2:1][CH:2]([CH2:3][NH:5][C@:6]([C:28]1[CH:33]=[CH:32][C:31]([F:34])=[C:30]([O:35][CH:36]([CH3:38])[CH3:37])[CH:29]=1)([C:14]1[CH:19]=[C:18]([O:20][C:21]([F:25])([F:26])[CH:22]([F:24])[F:23])[CH:17]=[C:16]([F:27])[CH:15]=1)[CH2:7][C:8]1[CH:9]=[CH:10][CH:11]=[CH:12][CH:13]=1)[C:39]([C:44]([F:45])([F:46])[F:47])([OH:48])[C:40]([F:43])([F:42])[F:41].